From a dataset of Peptide-MHC class II binding affinity with 134,281 pairs from IEDB. Regression. Given a peptide amino acid sequence and an MHC pseudo amino acid sequence, predict their binding affinity value. This is MHC class II binding data. (1) The peptide sequence is EAAFTVSSKRNLADA. The MHC is HLA-DPA10201-DPB10101 with pseudo-sequence HLA-DPA10201-DPB10101. The binding affinity (normalized) is 0.460. (2) The peptide sequence is AAVLFAATAAAAAAV. The MHC is HLA-DPA10103-DPB10401 with pseudo-sequence HLA-DPA10103-DPB10401. The binding affinity (normalized) is 0.0554. (3) The peptide sequence is KLRFTCLSSTGSSCL. The MHC is DRB1_0901 with pseudo-sequence DRB1_0901. The binding affinity (normalized) is 0.642. (4) The peptide sequence is VRNCDLPVWLSWQVA. The MHC is DRB5_0101 with pseudo-sequence DRB5_0101. The binding affinity (normalized) is 0.692. (5) The MHC is DRB1_0101 with pseudo-sequence DRB1_0101. The peptide sequence is KGSTPATTNAHCALL. The binding affinity (normalized) is 0.323. (6) The peptide sequence is GSRSLTDLLRALGAQ. The MHC is DRB1_0401 with pseudo-sequence DRB1_0401. The binding affinity (normalized) is 0.230. (7) The peptide sequence is NVTENFNMWKNNMVEQMH. The MHC is HLA-DPA10201-DPB10101 with pseudo-sequence HLA-DPA10201-DPB10101. The binding affinity (normalized) is 0.317. (8) The peptide sequence is EKKYFAATQFEDLAA. The MHC is HLA-DQA10501-DQB10301 with pseudo-sequence HLA-DQA10501-DQB10301. The binding affinity (normalized) is 0.250. (9) The peptide sequence is VPQLQPQNPSQQQPQ. The MHC is HLA-DQA10101-DQB10501 with pseudo-sequence HLA-DQA10101-DQB10501. The binding affinity (normalized) is 0. (10) The binding affinity (normalized) is 0.0955. The peptide sequence is KLKLYTGEACRTGDR. The MHC is DRB3_0101 with pseudo-sequence DRB3_0101.